Regression. Given a peptide amino acid sequence and an MHC pseudo amino acid sequence, predict their binding affinity value. This is MHC class II binding data. From a dataset of Peptide-MHC class II binding affinity with 134,281 pairs from IEDB. (1) The peptide sequence is IQEIQLLAAVGEILL. The MHC is DRB1_0101 with pseudo-sequence DRB1_0101. The binding affinity (normalized) is 0.822. (2) The peptide sequence is KVFIDTIPNIMFFST. The MHC is DRB1_1501 with pseudo-sequence DRB1_1501. The binding affinity (normalized) is 0.639. (3) The peptide sequence is AAATAGTTVIGAFAA. The MHC is HLA-DQA10401-DQB10402 with pseudo-sequence HLA-DQA10401-DQB10402. The binding affinity (normalized) is 0.525. (4) The peptide sequence is NCVLKKSTNGLRIKS. The MHC is DRB1_1302 with pseudo-sequence DRB1_1302. The binding affinity (normalized) is 0.657.